From a dataset of Catalyst prediction with 721,799 reactions and 888 catalyst types from USPTO. Predict which catalyst facilitates the given reaction. Reactant: Cl[CH2:2][CH2:3][CH2:4][CH2:5][N:6]1[C:10]2[CH:11]=[CH:12][CH:13]=[CH:14][C:9]=2[N:8]=[N:7]1.[CH:15]1([N:21]2[CH2:26][CH2:25][NH:24][CH2:23][CH2:22]2)[CH2:20][CH2:19][CH2:18][CH2:17][CH2:16]1.C(N(C(C)C)CC)(C)C.[I-].[K+]. Product: [CH:15]1([N:21]2[CH2:26][CH2:25][N:24]([CH2:2][CH2:3][CH2:4][CH2:5][N:6]3[C:10]4[CH:11]=[CH:12][CH:13]=[CH:14][C:9]=4[N:8]=[N:7]3)[CH2:23][CH2:22]2)[CH2:20][CH2:19][CH2:18][CH2:17][CH2:16]1. The catalyst class is: 10.